Dataset: Reaction yield outcomes from USPTO patents with 853,638 reactions. Task: Predict the reaction yield, written as a fraction of the theoretical maximum amount of product (1.0 means a 100% yield; for example, 0.34 means a 34% yield). The reactants are [C:1]([NH:5][S:6]([CH2:9][CH2:10][CH2:11]Cl)(=[O:8])=[O:7])([CH3:4])([CH3:3])[CH3:2].[Li]CCCC. The catalyst is C1COCC1. The product is [C:1]([NH:5][S:6]([CH:9]1[CH2:11][CH2:10]1)(=[O:8])=[O:7])([CH3:4])([CH3:3])[CH3:2]. The yield is 0.560.